This data is from Full USPTO retrosynthesis dataset with 1.9M reactions from patents (1976-2016). The task is: Predict the reactants needed to synthesize the given product. (1) The reactants are: [NH2:1][C:2]1[CH:10]=[CH:9][C:8]([Br:11])=[CH:7][C:3]=1[C:4]([OH:6])=[O:5].Cl[CH2:13][C:14]([OH:16])=[O:15].CCOCC.Cl. Given the product [C:14]([CH2:13][NH:1][C:2]1[CH:10]=[CH:9][C:8]([Br:11])=[CH:7][C:3]=1[C:4]([OH:6])=[O:5])([OH:16])=[O:15], predict the reactants needed to synthesize it. (2) Given the product [NH:11]1[C:15]2[CH:16]=[CH:17][CH:18]=[CH:19][C:14]=2[N:13]=[C:12]1[C@H:8]([NH:9][C:10]([NH:33][C:28]12[CH2:31][CH2:32][N:25]([CH2:30][CH2:29]1)[CH2:26][CH2:27]2)=[O:20])[CH2:7][C:6]1[CH:21]=[CH:22][C:3]([O:2][CH3:1])=[CH:4][CH:5]=1, predict the reactants needed to synthesize it. The reactants are: [CH3:1][O:2][C:3]1[CH:22]=[CH:21][C:6]([CH2:7][C@@H:8]2[C:12]3=[N:13][C:14]4[CH:19]=[CH:18][CH:17]=[CH:16][C:15]=4[N:11]3[C:10](=[O:20])[NH:9]2)=[CH:5][CH:4]=1.Cl.Cl.[N:25]12[CH2:32][CH2:31][C:28]([NH2:33])([CH2:29][CH2:30]1)[CH2:27][CH2:26]2.C(O)(C(F)(F)F)=O. (3) Given the product [ClH:7].[Cl:7][C:8]1[CH:9]=[CH:10][C:11]([S:16][CH2:17][CH3:18])=[C:12]([CH2:13][NH2:14])[CH:15]=1, predict the reactants needed to synthesize it. The reactants are: [H-].[Al+3].[Li+].[H-].[H-].[H-].[Cl:7][C:8]1[CH:9]=[CH:10][C:11]([S:16][CH2:17][CH3:18])=[C:12]([CH:15]=1)[C:13]#[N:14].O.O.O.O.O.O.O.O.O.O.[O-]S([O-])(=O)=O.[Na+].[Na+].